This data is from Forward reaction prediction with 1.9M reactions from USPTO patents (1976-2016). The task is: Predict the product of the given reaction. (1) Given the reactants [N:1]12[CH2:8][CH2:7][CH:4]([CH2:5][CH2:6]1)[C@@H:3]([OH:9])[CH2:2]2.Br[CH2:11][C:12]([CH3:14])=[CH2:13], predict the reaction product. The product is: [CH3:13][C:12](=[CH2:11])[CH2:14][O:9][C@@H:3]1[CH:4]2[CH2:7][CH2:8][N:1]([CH2:6][CH2:5]2)[CH2:2]1. (2) Given the reactants [Cl:1][C:2]1[C:7]([Cl:8])=[CH:6][C:5]([Cl:9])=[CH:4][C:3]=1B(O)O.[NH2:13][C:14]1[C:19](Cl)=[N:18][CH:17]=[CH:16][N:15]=1.C(=O)([O-])[O-].[Na+].[Na+], predict the reaction product. The product is: [NH2:13][C:14]1[C:19]([C:3]2[CH:4]=[C:5]([Cl:9])[CH:6]=[C:7]([Cl:8])[C:2]=2[Cl:1])=[N:18][CH:17]=[CH:16][N:15]=1. (3) Given the reactants [CH2:1]([N:3]1[C:7]2=[N:8][C:9]([CH2:29][O:30][CH3:31])=[C:10]([CH2:19][O:20][CH2:21][C:22]([O:24]C(C)(C)C)=[O:23])[C:11]([C:12]3[CH:13]=[N:14][CH:15]=[C:16]([CH3:18])[CH:17]=3)=[C:6]2[CH:5]=[N:4]1)[CH3:2], predict the reaction product. The product is: [CH2:1]([N:3]1[C:7]2=[N:8][C:9]([CH2:29][O:30][CH3:31])=[C:10]([CH2:19][O:20][CH2:21][C:22]([OH:24])=[O:23])[C:11]([C:12]3[CH:13]=[N:14][CH:15]=[C:16]([CH3:18])[CH:17]=3)=[C:6]2[CH:5]=[N:4]1)[CH3:2]. (4) Given the reactants [O:1]=[C:2]1[C:11]2[C:6](=[N:7][C:8]([C:12]3[CH:17]=[CH:16][CH:15]=[C:14]([C:18]([F:21])([F:20])[F:19])[CH:13]=3)=[CH:9][CH:10]=2)[N:5](C(OC(C)(C)C)=O)[CH2:4][CH2:3]1, predict the reaction product. The product is: [F:21][C:18]([F:19])([F:20])[C:14]1[CH:13]=[C:12]([C:8]2[N:7]=[C:6]3[C:11]([C:2](=[O:1])[CH2:3][CH2:4][NH:5]3)=[CH:10][CH:9]=2)[CH:17]=[CH:16][CH:15]=1. (5) Given the reactants [CH3:1][N:2]([CH3:15])[C:3]([C:5]1[CH:14]=[CH:13][C:8]2[NH:9][C:10](=S)[O:11][C:7]=2[CH:6]=1)=[O:4].Cl.Cl.[NH:18]1[CH2:22][CH2:21][C@@H:20]([N:23]2[CH2:28][CH2:27][CH2:26][CH2:25][CH2:24]2)[CH2:19]1, predict the reaction product. The product is: [CH3:1][N:2]([CH3:15])[C:3]([C:5]1[CH:14]=[CH:13][C:8]2[N:9]=[C:10]([N:18]3[CH2:22][CH2:21][C@@H:20]([N:23]4[CH2:24][CH2:25][CH2:26][CH2:27][CH2:28]4)[CH2:19]3)[O:11][C:7]=2[CH:6]=1)=[O:4]. (6) Given the reactants Br[C:2]1[CH:7]=[CH:6][C:5](OCCCCCCCC)=[CH:4][C:3]=1[C:17]1[CH:22]=[CH:21][CH:20]=[C:19]([O:23][CH2:24][CH2:25][CH2:26][CH2:27][CH2:28][CH2:29][CH2:30][CH3:31])[CH:18]=1.[Br:32][C:33]1[CH:45]=[CH:44][C:43]2[C:42]3[C:37](=[CH:38][C:39]([Br:46])=[CH:40][CH:41]=3)[C:36](=[O:47])[C:35]=2[CH:34]=1.[OH2:48], predict the reaction product. The product is: [CH2:24]([O:23][C:19]1[CH:20]=[CH:21][C:22]([C:36]2([OH:47])[C:35]3[CH:34]=[C:33]([Br:32])[CH:45]=[CH:44][C:43]=3[C:42]3[C:37]2=[CH:38][C:39]([Br:46])=[CH:40][CH:41]=3)=[C:17]([C:3]2[CH:4]=[CH:5][C:6]([O:48][CH2:6][CH2:7][CH2:2][CH2:3][CH2:17][CH2:18][CH2:19][CH3:20])=[CH:7][CH:2]=2)[CH:18]=1)[CH2:25][CH2:26][CH2:27][CH2:28][CH2:29][CH2:30][CH3:31]. (7) Given the reactants [CH3:1][C:2]1[CH:11]=[CH:10][C:9]2[C:4](=[CH:5][CH:6]=[CH:7][C:8]=2[N:12]2[CH2:17][CH2:16][NH:15][CH2:14][CH2:13]2)[N:3]=1.[Br:18][C:19]1[C:20]([OH:29])=[C:21]([CH2:26][CH:27]=O)[C:22]([F:25])=[CH:23][CH:24]=1.[O-]S([O-])(=O)=O.[Na+].[Na+].C(O[BH-](OC(=O)C)OC(=O)C)(=O)C.[Na+].[NH4+].[Cl-], predict the reaction product. The product is: [Br:18][C:19]1[C:20]([OH:29])=[C:21]([CH2:26][CH2:27][N:15]2[CH2:16][CH2:17][N:12]([C:8]3[CH:7]=[CH:6][CH:5]=[C:4]4[C:9]=3[CH:10]=[CH:11][C:2]([CH3:1])=[N:3]4)[CH2:13][CH2:14]2)[C:22]([F:25])=[CH:23][CH:24]=1. (8) Given the reactants C[O-].[Na+].Cl[C:5]1[C:10]([N+:11]([O-:13])=[O:12])=[CH:9][C:8]([CH3:14])=[C:7]([CH3:15])[N:6]=1.[CH2:16]([O:18]CC)C.O, predict the reaction product. The product is: [CH3:14][C:8]1[CH:9]=[C:10]([N+:11]([O-:13])=[O:12])[C:5]([O:18][CH3:16])=[N:6][C:7]=1[CH3:15]. (9) Given the reactants COCCOC.[CH3:7][C:8]1[C:12]2[CH:13]=[CH:14][CH:15]=[CH:16][C:11]=2[O:10][C:9]=1B1OC(C)(C)C(C)(C)O1.[C:26]([O:30][C:31]([N:33]1[CH2:38][CH2:37][CH:36]([N:39]2[CH:43]=[C:42]([C:44]3[CH:45]=[N:46][C:47]([NH2:51])=[C:48](Br)[CH:49]=3)[CH:41]=[N:40]2)[CH2:35][CH2:34]1)=[O:32])([CH3:29])([CH3:28])[CH3:27].C(=O)([O-])[O-].[K+].[K+], predict the reaction product. The product is: [C:26]([O:30][C:31]([N:33]1[CH2:38][CH2:37][CH:36]([N:39]2[CH:43]=[C:42]([C:44]3[CH:45]=[N:46][C:47]([NH2:51])=[C:48]([C:9]4[O:10][C:11]5[CH:16]=[CH:15][CH:14]=[CH:13][C:12]=5[C:8]=4[CH3:7])[CH:49]=3)[CH:41]=[N:40]2)[CH2:35][CH2:34]1)=[O:32])([CH3:29])([CH3:27])[CH3:28]. (10) Given the reactants Br[CH:2]([C:4]1[O:5][C:6](=[O:11])[C:7]([CH3:10])([CH3:9])[N:8]=1)[CH3:3].[Cs].[C:13]([OH:20])(=[O:19])[CH2:14][CH2:15][CH2:16][C:17]#[CH:18], predict the reaction product. The product is: [C:13]([O:20][CH:2]([C:4]1[O:5][C:6](=[O:11])[C:7]([CH3:10])([CH3:9])[N:8]=1)[CH3:3])(=[O:19])[CH2:14][CH2:15][CH2:16][C:17]#[CH:18].